Dataset: Full USPTO retrosynthesis dataset with 1.9M reactions from patents (1976-2016). Task: Predict the reactants needed to synthesize the given product. The reactants are: [C:1]([N:8]1[CH2:16][C:15](=[O:17])[CH2:14][C@H:9]1[C:10]([O:12][CH3:13])=[O:11])([O:3][C:4]([CH3:7])([CH3:6])[CH3:5])=[O:2].[CH2:18](Br)[CH:19]=[CH2:20].[Li+].C[Si]([N-][Si](C)(C)C)(C)C.[CH2:32]1[CH2:36]OC[CH2:33]1. Given the product [C:1]([N:8]1[CH2:16][C:15](=[O:17])[C:14]([CH2:36][CH:32]=[CH2:33])([CH2:18][CH:19]=[CH2:20])[C@H:9]1[C:10]([O:12][CH3:13])=[O:11])([O:3][C:4]([CH3:7])([CH3:6])[CH3:5])=[O:2], predict the reactants needed to synthesize it.